From a dataset of Catalyst prediction with 721,799 reactions and 888 catalyst types from USPTO. Predict which catalyst facilitates the given reaction. Reactant: [F:1][C:2]1([F:33])[O:6][C:5]2[CH:7]=[CH:8][C:9]([C:11]3([C:14]([NH:16][C:17]4[N:22]=[C:21]([C:23]5[C:24]([O:29]C)=[N:25][CH:26]=[CH:27][CH:28]=5)[C:20]([CH3:31])=[C:19]([CH3:32])[CH:18]=4)=[O:15])[CH2:13][CH2:12]3)=[CH:10][C:4]=2[O:3]1.Cl.C(N(CC)CC)C. Product: [F:33][C:2]1([F:1])[O:6][C:5]2[CH:7]=[CH:8][C:9]([C:11]3([C:14]([NH:16][C:17]4[CH:18]=[C:19]([CH3:32])[C:20]([CH3:31])=[C:21]([C:23]5[C:24](=[O:29])[NH:25][CH:26]=[CH:27][CH:28]=5)[N:22]=4)=[O:15])[CH2:13][CH2:12]3)=[CH:10][C:4]=2[O:3]1. The catalyst class is: 12.